Dataset: Full USPTO retrosynthesis dataset with 1.9M reactions from patents (1976-2016). Task: Predict the reactants needed to synthesize the given product. Given the product [Ca:4].[C:5](=[O:6])([OH:8])[O-:7].[Mg+2:9].[C:1](=[O:6])([OH:3])[O-:2], predict the reactants needed to synthesize it. The reactants are: [C:1](=[O:3])=[O:2].[Ca:4].[C:5](=[O:8])([O-:7])[O-:6].[Mg+2:9].